The task is: Binary Classification. Given a miRNA mature sequence and a target amino acid sequence, predict their likelihood of interaction.. This data is from Experimentally validated miRNA-target interactions with 360,000+ pairs, plus equal number of negative samples. (1) The miRNA is hsa-miR-4520-2-3p with sequence UUUGGACAGAAAACACGCAGGU. The protein sequence of the target gene is MTLLGSEHSLLIRSKFRSVLQLRLQQRRTQEQLANQGIIPPLKRPAEFHEQRKHLDSDKAKNSLKRKARNRCNSADLVNMHILQASTAERSIPTAQMKLKRARLADDLNEKIALRPGPLELVEKNILPVDSAVKEAIKGNQVSFSKSTDAFAFEEDSSSDGLSPDQTRSEDPQNSAGSPPDAKASDTPSTGSLGTNQDLASGSENDRNDSASQPSHQSDAGKQGLGPPSTPIAVHAAVKSKSLGDSKNRHKKPKDPKPKVKKLKYHQYIPPDQKAEKSPPPMDSAYARLLQQQQLFLQLQ.... Result: 1 (interaction). (2) The miRNA is hsa-miR-2467-3p with sequence AGCAGAGGCAGAGAGGCUCAGG. The protein sequence of the target gene is MNNRKEDMEITSHYRHLLRELNEQRQHGVLCDVCVVVEGKVFKAHKNVLLGSSRYFKTLYCQVQKTSEQATVTHLDIVTAQGFKAIIDFMYSAHLALTSRNVIEVMSAASFLQMTDIVQACHDFIKAALDISIKSDASDELAEFEIGASSSSSTEALISAVMAGRSISPWLARRTSPANSSGDSAIASCHDGGSSYGKEDQEPKADGPDDVSSQPLWPGDVGYGPLRIKEEQVSPSQYGGSELPSAKDGAVQNSFSEQSAGDAWQPTGRRKNRKNKETVRHITQQVEDDSRASSPVPSFL.... Result: 1 (interaction). (3) The miRNA is mmu-miR-466q with sequence GUGCACACACACACAUACGU. The protein sequence of the target gene is MFQIPVENLDNIRKVRKKVKGILVDIGLDSCKELLKDLKGFDPGEKYFHNTSWGDVSLWEPSGKKVRYRTKPYCCGLCKYSTKVLTSFKNHLHRYHEDEIDQELVIPCPNCVFASQPKVVGRHFRMFHAPVRKVQNYTVNILGETKSSRSDVISFTCLKCNFSNTLYYSMKKHVLVAHFHYLINSYFGLRTEEMGEQPKTNDTVSIEKIPPPDKYYCKKCNANASSQDALMYHILTSDIHRDLENKLRSVISEHIKRTGLLKQTHIAPKPAAHLAAPANGSAPSAPAQPPCFHLALPQNS.... Result: 0 (no interaction). (4) The miRNA is hsa-miR-1234-3p with sequence UCGGCCUGACCACCCACCCCAC. The protein sequence of the target gene is MDDTADGVKMDAGEVTLVNHGSTFRTHRPPQSGFPEEQLLLSDQQSLPFRQGTLDGSFTCSTRSPAYRPDYHSDNPSSDSFLGSGDVRTFGQSANGQWRNSTPASGSAPQKPRNSRSLCLETRKTSSGLSNTFVGKSNHHCHMSAYEKSFPIKPAPSPSWSGSCRRSLLSPKKTQRRHFSTAEETVQEEEKEIYRQLLQMVTGKQFCVAKPTTHFPLRLSRCLSSNKNSLKDSLLRNGNSCASHVIGSDTSSSGSASILTAQEQLSHSAHSLSSGTPDVAFGSKDSDPHHHLAAPHQPNS.... Result: 0 (no interaction). (5) The miRNA is mmu-miR-1247-5p with sequence ACCCGUCCCGUUCGUCCCCGGA. The protein sequence of the target gene is MERPLENGDESPDSQGHATDWRFAVCSFRDAWEEEEPASQMHVKDPGPPRPPAGATQDEELQGSPLSRKFQLPPAADESGDAQRGTVESSSVLSEGPGPSGVESLLCPMSSHLSLAQGESDTPGVGLVGDPGPSRAMPSGLSPGALDSDPVGLGDPLSEISKLLEAAPSGSGLPKPADCLLAQDLCWELLASGMATLPGTRDVQGRAVLLLCAHSPAWLQSECSSQELIRLLLYLRSIPRPEVQALGLTVLVDARICAPSSSLFSGLSQLQEAAPGAVYQVLLVGSTLLKEVPSGLQLEQ.... Result: 0 (no interaction). (6) The miRNA is hsa-miR-6783-5p with sequence UAGGGGAAAAGUCCUGAUCCGG. The protein sequence of the target gene is MGLQTTKWPGRGAFILKFWLIISLGLYLQVSKLLACPSVCRCDRNFVYCNERSLTSVPLGIPEGVTVLYLHNNQINNAGFPAELHNVQSVHTVYLYGNQLDEFPMNLPKNVRVLHLQENNIQTISRAALAQLLKLEELHLDDNSISTVGVEDGAFREAISLKLLFLSKNHLSSVPVGLPVDLQELRVDENRIAVISDMAFQNLTSLERLIVDGNLLTNKGIAEGTFSHLTKLKEFSIVRNSLSHPPPDLPGTHLIRLYLQDNQINHIPLTAFANLRKLERLDISNNQLRMLTQGVFDHLS.... Result: 0 (no interaction). (7) The miRNA is hsa-let-7f-2-3p with sequence CUAUACAGUCUACUGUCUUUCC. The protein sequence of the target gene is MGKEQELLEAARTGHLPAVEKLLSGKRLSSGFGGGGGGSGSGGGSGGGGLGSSSHPLSSLLSMWRGPNVNCVDSTGYTPLHHAALNGHRDVVEVLLRNDALTNVADSKGCYPLHLAAWKGDAQIVRLLIQQGPSHTRVNEQNALEIRELKKYGPFDPYINAKNNDNETALHCAAQYGHTEVVKALLEELTDPTMRNNKFETPLDLAALYGRLEVVKLLLGAHPNLLSCSTRKHTPLHLAARNGHKAVVQVLLDAGMDSNYQTEMGSALHEAALFGKTDVVQILLAAGIDVNIKDNRGLTA.... Result: 0 (no interaction). (8) The miRNA is hsa-miR-221-3p with sequence AGCUACAUUGUCUGCUGGGUUUC. The protein sequence of the target gene is MDYHWRGELGSWRLLLLLLLLAAWKVGSGQLHYSVPEEAKHGTFVGRIAQDLGLELAELVPRLFRVASKRHRDLLEVSLQNGILFVNSRIDREELCGRSAECSIHLEVIVDRPLQVFHVDVEVKDVNDNPPVFRVKDQKLFVSESRMPDSRFPLEGASDADVGANSVLTYRLSSHDYFMLDVNSKNDENKLVELVLRKSLDREDAPAHHLFLTATDGGKPELTGTVQLLVTVLDVNDNAPTFEQSEYEVRIFENADNGTTVIKLNASDPDEGANGAISYSFNSLVETMVIDHFSIDRNTG.... Result: 1 (interaction).